This data is from CYP3A4 inhibition data for predicting drug metabolism from PubChem BioAssay. The task is: Regression/Classification. Given a drug SMILES string, predict its absorption, distribution, metabolism, or excretion properties. Task type varies by dataset: regression for continuous measurements (e.g., permeability, clearance, half-life) or binary classification for categorical outcomes (e.g., BBB penetration, CYP inhibition). Dataset: cyp3a4_veith. The drug is CC(C)c1ccccc1-n1c(SCC(=O)N2CCN(c3ccccc3)CC2)nnc1-c1cccnc1. The result is 1 (inhibitor).